Task: Predict the reaction yield, written as a fraction of the theoretical maximum amount of product (1.0 means a 100% yield; for example, 0.34 means a 34% yield).. Dataset: Reaction yield outcomes from USPTO patents with 853,638 reactions (1) The reactants are Br[C:2]1[CH:3]=[N:4][N:5]([C:18]2[CH:23]=[CH:22][C:21]([F:24])=[CH:20][CH:19]=2)[C:6]=1[C:7]1[CH:17]=[CH:16][C:10]2[O:11][CH2:12][C:13](=[O:15])[NH:14][C:9]=2[CH:8]=1.C[C:26]([N:28](C)C)=O. The catalyst is [C-]#N.[C-]#N.[Zn+2].[Zn].C1C=CC(P(C2C=CC=CC=2)[C-]2C=CC=C2)=CC=1.C1C=CC(P(C2C=CC=CC=2)[C-]2C=CC=C2)=CC=1.[Fe+2].C1C=CC(/C=C/C(/C=C/C2C=CC=CC=2)=O)=CC=1.C1C=CC(/C=C/C(/C=C/C2C=CC=CC=2)=O)=CC=1.C1C=CC(/C=C/C(/C=C/C2C=CC=CC=2)=O)=CC=1.[Pd].[Pd]. The product is [F:24][C:21]1[CH:22]=[CH:23][C:18]([N:5]2[C:6]([C:7]3[CH:17]=[CH:16][C:10]4[O:11][CH2:12][C:13](=[O:15])[NH:14][C:9]=4[CH:8]=3)=[C:2]([C:26]#[N:28])[CH:3]=[N:4]2)=[CH:19][CH:20]=1. The yield is 0.300. (2) The reactants are [N+]([O-])(O)=O.[F:5][C:6]1[CH:11]=[CH:10][C:9]([NH:12][C:13]([NH2:15])=[NH:14])=[CH:8][CH:7]=1.[OH-].[Na+].CO[CH2:20][CH2:21]O. No catalyst specified. The yield is 0.620. The product is [CH3:10][C:9]1[NH:12][CH:13]=[C:20]([CH3:21])[C:8]=1[C:7]1[CH:6]=[CH:11][N:15]=[C:13]([NH:12][C:9]2[CH:8]=[CH:7][C:6]([F:5])=[CH:11][CH:10]=2)[N:14]=1. (3) The reactants are [C:1]([O:5][CH2:6][CH2:7][C:8]([OH:10])=O)([CH3:4])([CH3:3])[CH3:2].CN1CCOCC1.ClC(OCC(C)C)=O.[NH2:26]/[C:27](=[N:58]\[OH:59])/[C@H:28]([NH:35][C:36]([CH:38]1[N:42]([S:43]([C:46]2[CH:51]=[CH:50][C:49]([C:52]3[CH:57]=[CH:56][CH:55]=[CH:54][CH:53]=3)=[CH:48][CH:47]=2)(=[O:45])=[O:44])[CH2:41][CH2:40][S:39]1)=[O:37])[C:29]1[CH:34]=[CH:33][CH:32]=[CH:31][CH:30]=1. The catalyst is C1COCC1. The product is [C:49]1([C:52]2[CH:57]=[CH:56][CH:55]=[CH:54][CH:53]=2)[CH:50]=[CH:51][C:46]([S:43]([N:42]2[CH2:41][CH2:40][S:39][CH:38]2[C:36]([NH:35][CH:28]([C:29]2[CH:34]=[CH:33][CH:32]=[CH:31][CH:30]=2)/[C:27](/[NH:26][C:8](=[O:10])[CH2:7][CH2:6][O:5][C:1]([CH3:2])([CH3:3])[CH3:4])=[N:58]\[OH:59])=[O:37])(=[O:45])=[O:44])=[CH:47][CH:48]=1. The yield is 0.860. (4) The reactants are [C:1](=[N:9][OH:10])([C:3]1[CH:8]=[CH:7][CH:6]=[CH:5][CH:4]=1)[CH3:2].C([Li])CCC.CON(C)[C:19]([CH:21]1[CH2:26][CH2:25][N:24]([C:27]([O:29][C:30]([CH3:33])([CH3:32])[CH3:31])=[O:28])[CH2:23][CH2:22]1)=[O:20]. The catalyst is O1CCCC1. The product is [OH:20][C:19]1([CH:21]2[CH2:26][CH2:25][N:24]([C:27]([O:29][C:30]([CH3:33])([CH3:32])[CH3:31])=[O:28])[CH2:23][CH2:22]2)[O:10][N:9]=[C:1]([C:3]2[CH:8]=[CH:7][CH:6]=[CH:5][CH:4]=2)[CH2:2]1. The yield is 0.710. (5) The reactants are [Cl:1][C:2]1[N:3]=[C:4]2[CH:12]=[CH:11][N:10]=[CH:9][C:5]2=[N:6][C:7]=1Cl.[C:13]1([S:19]([NH2:22])(=[O:21])=[O:20])[CH:18]=[CH:17][CH:16]=[CH:15][CH:14]=1.C([O-])([O-])=O.[K+].[K+].O. The catalyst is CC(N(C)C)=O. The product is [Cl:1][C:2]1[N:3]=[C:4]2[CH:12]=[CH:11][N:10]=[CH:9][C:5]2=[N:6][C:7]=1[NH:22][S:19]([C:13]1[CH:18]=[CH:17][CH:16]=[CH:15][CH:14]=1)(=[O:21])=[O:20]. The yield is 0.0500. (6) The reactants are [C:1]1([N:7]=[C:8]=[O:9])[CH:6]=[CH:5][CH:4]=[CH:3][CH:2]=1.C(O)(C(F)(F)F)=O.[NH2:17][C:18]1[CH:19]=[C:20]2[C:25](=[C:26]([C:28]([NH2:30])=[O:29])[CH:27]=1)[N:24]=[CH:23][N:22]=[C:21]2[NH:31][CH2:32][C:33]1[CH:38]=[CH:37][C:36]([Cl:39])=[C:35]([C:40]([F:43])([F:42])[F:41])[CH:34]=1.C(N(CC)CC)C. The catalyst is C(Cl)Cl. The product is [NH:7]([C:8]([NH:17][C:18]1[CH:19]=[C:20]2[C:25](=[C:26]([C:28]([NH2:30])=[O:29])[CH:27]=1)[N:24]=[CH:23][N:22]=[C:21]2[NH:31][CH2:32][C:33]1[CH:38]=[CH:37][C:36]([Cl:39])=[C:35]([C:40]([F:42])([F:43])[F:41])[CH:34]=1)=[O:9])[C:1]1[CH:6]=[CH:5][CH:4]=[CH:3][CH:2]=1. The yield is 0.790. (7) The reactants are Br[C:2]1[CH:3]=[N:4][CH:5]=[C:6]([S:8]([CH3:11])(=[O:10])=[O:9])[CH:7]=1.[CH2:12]([O:14][C:15]([O:21][CH2:22][CH3:23])([O:18][CH2:19][CH3:20])[C:16]#[CH:17])[CH3:13].C(N(CC)CC)C. The catalyst is Cl[Pd](Cl)([P](C1C=CC=CC=1)(C1C=CC=CC=1)C1C=CC=CC=1)[P](C1C=CC=CC=1)(C1C=CC=CC=1)C1C=CC=CC=1.[Cu]I.ClCCl. The product is [CH3:11][S:8]([C:6]1[CH:5]=[N:4][CH:3]=[C:2]([C:17]#[C:16][C:15]([O:18][CH2:19][CH3:20])([O:14][CH2:12][CH3:13])[O:21][CH2:22][CH3:23])[CH:7]=1)(=[O:10])=[O:9]. The yield is 0.870. (8) The reactants are C([O:3][C:4](=[O:25])[CH2:5][CH:6]1[O:10][B:9]([OH:11])[C:8]2[CH:12]=[C:13]([O:17][C:18]3[S:19][C:20]([CH2:23][NH2:24])=[N:21][N:22]=3)[CH:14]=[C:15]([CH3:16])[C:7]1=2)C.[OH-].[Li+].Cl. The catalyst is O1CCCC1.O. The product is [NH2:24][CH2:23][C:20]1[S:19][C:18]([O:17][C:13]2[CH:14]=[C:15]([CH3:16])[C:7]3[CH:6]([CH2:5][C:4]([OH:25])=[O:3])[O:10][B:9]([OH:11])[C:8]=3[CH:12]=2)=[N:22][N:21]=1. The yield is 0.0700. (9) The reactants are [CH3:1][S:2]([CH2:5][C:6](=[CH2:10])[C:7]([OH:9])=[O:8])(=[O:4])=[O:3]. The catalyst is CO.[Pd]. The product is [CH3:10][CH:6]([CH2:5][S:2]([CH3:1])(=[O:4])=[O:3])[C:7]([OH:9])=[O:8]. The yield is 0.960. (10) The reactants are [F:1][C:2]([F:8])([F:7])[CH2:3][C:4](O)=[O:5].C([N:14]1[CH2:19][CH2:18][CH:17]([NH:20][C:21]([NH:23][C:24]2[CH:29]=[CH:28][C:27]([C:30]([F:33])([F:32])[F:31])=[CH:26][CH:25]=2)=[O:22])[CH2:16][CH2:15]1)(=O)C(C)C. No catalyst specified. The product is [F:1][C:2]([F:8])([F:7])[CH2:3][C:4]([N:14]1[CH2:19][CH2:18][CH:17]([NH:20][C:21]([NH:23][C:24]2[CH:29]=[CH:28][C:27]([C:30]([F:31])([F:32])[F:33])=[CH:26][CH:25]=2)=[O:22])[CH2:16][CH2:15]1)=[O:5]. The yield is 0.870.